This data is from Full USPTO retrosynthesis dataset with 1.9M reactions from patents (1976-2016). The task is: Predict the reactants needed to synthesize the given product. (1) The reactants are: [C:1]([O:5][C:6](=[O:16])[NH:7][CH2:8][CH2:9][CH2:10][NH:11][C:12](=[NH:15])SC)([CH3:4])([CH3:3])[CH3:2].C(N(CC)CC)C.[NH2:24][CH2:25][C:26]1[CH:30]=[N:29][N:28]([CH2:31][C@@H:32]2[C@H:35]([NH:36][C:37](=[O:53])/[C:38](=[N:45]\[O:46][C:47]3([C:50]([OH:52])=[O:51])[CH2:49][CH2:48]3)/[C:39]3[N:40]=[C:41]([NH2:44])[S:42][CH:43]=3)[C:34](=[O:54])[N:33]2[S:55]([OH:58])(=[O:57])=[O:56])[N:27]=1.CN(C=O)C. Given the product [NH2:44][C:41]1[S:42][CH:43]=[C:39](/[C:38](=[N:45]/[O:46][C:47]2([C:50]([OH:52])=[O:51])[CH2:49][CH2:48]2)/[C:37]([NH:36][C@@H:35]2[C:34](=[O:54])[N:33]([S:55]([OH:58])(=[O:56])=[O:57])[C@@H:32]2[CH2:31][N:28]2[N:27]=[C:26]([CH2:25][NH:24][C:12](=[NH:15])[NH:11][CH2:10][CH2:9][CH2:8][NH:7][C:6](=[O:16])[O:5][C:1]([CH3:2])([CH3:3])[CH3:4])[CH:30]=[N:29]2)=[O:53])[N:40]=1, predict the reactants needed to synthesize it. (2) Given the product [I-:17].[CH3:16][C:12]1[C:13]2[C:8](=[S+:7][C:6]3[C:15]([N:14]=2)=[C:2]([CH3:1])[CH:3]=[CH:4][CH:5]=3)[CH:9]=[CH:10][CH:11]=1, predict the reactants needed to synthesize it. The reactants are: [CH3:1][C:2]1[C:15]2[NH:14][C:13]3[C:8](=[CH:9][CH:10]=[CH:11][C:12]=3[CH3:16])[S:7][C:6]=2[CH:5]=[CH:4][CH:3]=1.[I:17]I.